From a dataset of Reaction yield outcomes from USPTO patents with 853,638 reactions. Predict the reaction yield, written as a fraction of the theoretical maximum amount of product (1.0 means a 100% yield; for example, 0.34 means a 34% yield). The reactants are C[O:2][C:3]1[CH:16]=[CH:15][C:6]2[CH:7]=[C:8]([C:10]([O:12][CH2:13][CH3:14])=[O:11])[S:9][C:5]=2[CH:4]=1.C(Cl)Cl.B(Br)(Br)Br. The catalyst is C(Cl)Cl. The product is [OH:2][C:3]1[CH:16]=[CH:15][C:6]2[CH:7]=[C:8]([C:10]([O:12][CH2:13][CH3:14])=[O:11])[S:9][C:5]=2[CH:4]=1. The yield is 0.340.